From a dataset of Reaction yield outcomes from USPTO patents with 853,638 reactions. Predict the reaction yield, written as a fraction of the theoretical maximum amount of product (1.0 means a 100% yield; for example, 0.34 means a 34% yield). (1) The reactants are C[O:2][C:3]1[CH:4]=[CH:5][C:6]2[C:10]([O:11][C:12]3[CH:17]=[CH:16][C:15](/[CH:18]=[CH:19]/[C:20]([O:22]C(C)(C)C)=[O:21])=[CH:14][CH:13]=3)=[C:9]([C:27]3[CH:32]=[CH:31][C:30]([O:33]C)=[CH:29][CH:28]=3)[S:8][C:7]=2[CH:35]=1.B(Br)(Br)Br. The catalyst is C(Cl)Cl.CO. The product is [OH:2][C:3]1[CH:4]=[CH:5][C:6]2[C:10]([O:11][C:12]3[CH:17]=[CH:16][C:15](/[CH:18]=[CH:19]/[C:20]([OH:22])=[O:21])=[CH:14][CH:13]=3)=[C:9]([C:27]3[CH:28]=[CH:29][C:30]([OH:33])=[CH:31][CH:32]=3)[S:8][C:7]=2[CH:35]=1. The yield is 0.530. (2) The reactants are [CH3:1][O:2][C:3]1[CH:4]=[C:5]2[C:10](=[CH:11][C:12]=1[O:13][CH3:14])[N:9]=[CH:8][CH:7]=[C:6]2[O:15][C:16]1[C:21]([CH3:22])=[CH:20][C:19]([NH:23][C:24](=O)[CH2:25][O:26][C:27]2[C:32]([O:33][CH3:34])=[CH:31][CH:30]=[CH:29][C:28]=2[O:35][CH3:36])=[C:18]([CH3:38])[CH:17]=1.Cl.[OH-].[Na+]. The catalyst is O1CCCC1. The product is [CH3:34][O:33][C:32]1[CH:31]=[CH:30][CH:29]=[C:28]([O:35][CH3:36])[C:27]=1[O:26][CH2:25][CH2:24][NH:23][C:19]1[CH:20]=[C:21]([CH3:22])[C:16]([O:15][C:6]2[C:5]3[C:10](=[CH:11][C:12]([O:13][CH3:14])=[C:3]([O:2][CH3:1])[CH:4]=3)[N:9]=[CH:8][CH:7]=2)=[CH:17][C:18]=1[CH3:38]. The yield is 0.800. (3) The reactants are [Br:1][C:2]1[CH:3]=[C:4]([NH:13][CH2:14][C:15]2[C:20]([CH3:21])=[CH:19][CH:18]=[CH:17][C:16]=2[CH3:22])[C:5]2[N:9]=[C:8]([CH3:10])[N:7]([OH:11])[C:6]=2[CH:12]=1.[C:23](=O)([O-])[O-].[K+].[K+].CI. The catalyst is CC(C)=O. The product is [Br:1][C:2]1[CH:3]=[C:4]([NH:13][CH2:14][C:15]2[C:20]([CH3:21])=[CH:19][CH:18]=[CH:17][C:16]=2[CH3:22])[C:5]2[N:9]=[C:8]([CH3:10])[N:7]([O:11][CH3:23])[C:6]=2[CH:12]=1. The yield is 0.530. (4) The reactants are [Cl:1][C:2]1[CH:7]=[CH:6][CH:5]=[C:4]([Cl:8])[C:3]=1[C:9]1[C:13]([CH2:14][O:15][C:16]2[CH:17]=[C:18]3[C:23](=[CH:24][CH:25]=2)[CH:22]=[C:21]([C:26]2[CH:31]=[C:30]([C:32]([O:34]C)=[O:33])[CH:29]=[CH:28][N:27]=2)[CH:20]=[CH:19]3)=[C:12]([CH:36]([CH3:38])[CH3:37])[O:11][N:10]=1.[OH-].[Na+].CO. The catalyst is O1CCCC1. The product is [Cl:8][C:4]1[CH:5]=[CH:6][CH:7]=[C:2]([Cl:1])[C:3]=1[C:9]1[C:13]([CH2:14][O:15][C:16]2[CH:17]=[C:18]3[C:23](=[CH:24][CH:25]=2)[CH:22]=[C:21]([C:26]2[CH:31]=[C:30]([C:32]([OH:34])=[O:33])[CH:29]=[CH:28][N:27]=2)[CH:20]=[CH:19]3)=[C:12]([CH:36]([CH3:38])[CH3:37])[O:11][N:10]=1. The yield is 0.220. (5) The reactants are [NH2:1][C:2]1[C:3](=[O:10])[N:4]([CH3:9])[N:5]=[C:6]([Cl:8])[CH:7]=1.[I:11]N1C(=O)CCC1=O. The product is [NH2:1][C:2]1[C:3](=[O:10])[N:4]([CH3:9])[N:5]=[C:6]([Cl:8])[C:7]=1[I:11]. The yield is 0.860. The catalyst is C(#N)C. (6) The reactants are [C:1]1([N:7]2[CH:11]([C:12]([F:15])([F:14])[F:13])[CH2:10][C:9]([NH2:16])=[N:8]2)[CH:6]=[CH:5][CH:4]=[CH:3][CH:2]=1.C(C1C(=O)C(Cl)=C(Cl)C(=O)C=1C#N)#N. The catalyst is C(Cl)Cl. The product is [C:1]1([N:7]2[C:11]([C:12]([F:15])([F:13])[F:14])=[CH:10][C:9]([NH2:16])=[N:8]2)[CH:2]=[CH:3][CH:4]=[CH:5][CH:6]=1. The yield is 0.460. (7) The product is [Cl:1][C:2]1[N:7]=[C:6]([NH:17][CH:12]2[CH2:16][CH2:15][CH2:14][CH2:13]2)[C:5]([N+:9]([O-:11])=[O:10])=[CH:4][N:3]=1. The catalyst is C1COCC1. The reactants are [Cl:1][C:2]1[N:7]=[C:6](Cl)[C:5]([N+:9]([O-:11])=[O:10])=[CH:4][N:3]=1.[CH:12]1([NH2:17])[CH2:16][CH2:15][CH2:14][CH2:13]1.C(N(CC)C(C)C)(C)C. The yield is 0.840.